This data is from hERG potassium channel inhibition data for cardiac toxicity prediction from Karim et al.. The task is: Regression/Classification. Given a drug SMILES string, predict its toxicity properties. Task type varies by dataset: regression for continuous values (e.g., LD50, hERG inhibition percentage) or binary classification for toxic/non-toxic outcomes (e.g., AMES mutagenicity, cardiotoxicity, hepatotoxicity). Dataset: herg_karim. The drug is N#Cc1ccc(Cn2cncc2CNC2CCN(c3cccc4ncccc34)C2=O)cc1. The result is 1 (blocker).